Dataset: Catalyst prediction with 721,799 reactions and 888 catalyst types from USPTO. Task: Predict which catalyst facilitates the given reaction. (1) Reactant: Br[CH2:2][C:3]1[CH:11]=[C:10]([O:12][CH3:13])[C:9]([N+:14]([O-:16])=[O:15])=[CH:8][C:4]=1[C:5]([O-])=[O:6].C[CH2:18][N:19](CC)CC.CN.CCO.Cl. Product: [CH3:13][O:12][C:10]1[CH:11]=[C:3]2[C:4](=[CH:8][C:9]=1[N+:14]([O-:16])=[O:15])[C:5](=[O:6])[N:19]([CH3:18])[CH2:2]2. The catalyst class is: 191. (2) Reactant: [CH2:1]([N:5]1[CH2:11][CH2:10][C:9](=[O:12])[NH:8][C:7]2[CH:13]=[N:14][C:15]([Cl:17])=[N:16][C:6]1=2)[CH2:2][CH2:3][CH3:4].[CH3:18]N(C)C(=O)C.IC.[H-].[Na+]. Product: [CH2:1]([N:5]1[CH2:11][CH2:10][C:9](=[O:12])[N:8]([CH3:18])[C:7]2[CH:13]=[N:14][C:15]([Cl:17])=[N:16][C:6]1=2)[CH2:2][CH2:3][CH3:4]. The catalyst class is: 6. (3) Reactant: [NH2:1][CH2:2][CH2:3][C:4]1[CH:19]=[CH:18][C:7]([O:8][C:9]2[CH:17]=[CH:16][C:12]([C:13]([NH2:15])=[O:14])=[CH:11][N:10]=2)=[CH:6][CH:5]=1.[CH3:20][O:21][C:22]1[CH:29]=[CH:28][CH:27]=[CH:26][C:23]=1[CH:24]=O.[BH4-].[Na+]. Product: [CH3:20][O:21][C:22]1[CH:29]=[CH:28][CH:27]=[CH:26][C:23]=1[CH2:24][NH:1][CH2:2][CH2:3][C:4]1[CH:19]=[CH:18][C:7]([O:8][C:9]2[CH:17]=[CH:16][C:12]([C:13]([NH2:15])=[O:14])=[CH:11][N:10]=2)=[CH:6][CH:5]=1. The catalyst class is: 5. (4) Reactant: [NH2:1][CH2:2][CH2:3][CH2:4][CH2:5][CH2:6][CH2:7][NH:8][C:9](=[O:15])[O:10][C:11]([CH3:14])([CH3:13])[CH3:12].C(N(CC)CC)C.[N+:23]([C:26]1[CH:31]=[CH:30][CH:29]=[CH:28][C:27]=1[S:32](Cl)(=[O:34])=[O:33])([O-:25])=[O:24].C(OCC)(=O)C. Product: [N+:23]([C:26]1[CH:31]=[CH:30][CH:29]=[CH:28][C:27]=1[S:32]([NH:1][CH2:2][CH2:3][CH2:4][CH2:5][CH2:6][CH2:7][NH:8][C:9](=[O:15])[O:10][C:11]([CH3:12])([CH3:14])[CH3:13])(=[O:34])=[O:33])([O-:25])=[O:24]. The catalyst class is: 665. (5) Reactant: [CH3:1][O:2][C:3]1[CH:8]=[CH:7][C:6]([C:9]([C:11]2[N:12]=[C:13]3[CH:19]=[CH:18][N:17]([S:20]([C:23]4[CH:29]=[CH:28][C:26]([CH3:27])=[CH:25][CH:24]=4)(=[O:22])=[O:21])[C:14]3=[N:15][CH:16]=2)=[NH:10])=[CH:5][CH:4]=1.[BH4-].[Na+]. Product: [CH3:1][O:2][C:3]1[CH:4]=[CH:5][C:6]([CH:9]([C:11]2[N:12]=[C:13]3[CH:19]=[CH:18][N:17]([S:20]([C:23]4[CH:29]=[CH:28][C:26]([CH3:27])=[CH:25][CH:24]=4)(=[O:21])=[O:22])[C:14]3=[N:15][CH:16]=2)[NH2:10])=[CH:7][CH:8]=1. The catalyst class is: 5.